This data is from Forward reaction prediction with 1.9M reactions from USPTO patents (1976-2016). The task is: Predict the product of the given reaction. Given the reactants Cl[CH2:2][C:3]1[CH:8]=[CH:7][CH:6]=[C:5]([S:9][CH:10]2[CH2:14][CH2:13][CH2:12][CH2:11]2)[N:4]=1.C([O:17][C:18](=[O:30])[CH:19]([CH3:29])[CH2:20][C:21]1[CH:26]=[CH:25][C:24]([OH:27])=[C:23]([Cl:28])[CH:22]=1)C, predict the reaction product. The product is: [Cl:28][C:23]1[CH:22]=[C:21]([CH2:20][CH:19]([CH3:29])[C:18]([OH:30])=[O:17])[CH:26]=[CH:25][C:24]=1[O:27][CH2:2][C:3]1[CH:8]=[CH:7][CH:6]=[C:5]([S:9][CH:10]2[CH2:14][CH2:13][CH2:12][CH2:11]2)[N:4]=1.